This data is from Catalyst prediction with 721,799 reactions and 888 catalyst types from USPTO. The task is: Predict which catalyst facilitates the given reaction. (1) The catalyst class is: 11. Product: [C:1]([O:5][C:6](=[O:19])[CH2:7][N:8]1[C:13]2[CH:14]=[CH:15][CH:16]=[CH:17][C:12]=2[O:11][CH2:10][C:9]1=[S:29])([CH3:4])([CH3:3])[CH3:2]. Reactant: [C:1]([O:5][C:6](=[O:19])[CH2:7][N:8]1[C:13]2[CH:14]=[CH:15][CH:16]=[CH:17][C:12]=2[O:11][CH2:10][C:9]1=O)([CH3:4])([CH3:3])[CH3:2].COC1C=CC(P2(SP(C3C=CC(OC)=CC=3)(=S)S2)=[S:29])=CC=1.C(=O)([O-])O.[Na+]. (2) Reactant: [NH2:1][C:2]1[CH:7]=[CH:6][C:5]([C@@H:8]2[CH2:10][C@H:9]2[C:11]([OH:13])=[O:12])=[CH:4][CH:3]=1.[F:14][C:15]([F:30])([F:29])[C:16]1[CH:21]=[CH:20][C:19]([C:22]2[S:26][C:25]([CH:27]=O)=[CH:24][CH:23]=2)=[CH:18][CH:17]=1.C(O[BH-](OC(=O)C)OC(=O)C)(=O)C.[Na+].[OH2:45]. Product: [F:14][C:15]([F:30])([F:29])[C:16]([OH:12])=[O:45].[F:30][C:15]([F:14])([F:29])[C:16]1[CH:17]=[CH:18][C:19]([C:22]2[S:26][C:25]([CH2:27][NH:1][C:2]3[CH:3]=[CH:4][C:5]([C@@H:8]4[CH2:10][C@H:9]4[C:11]([OH:13])=[O:12])=[CH:6][CH:7]=3)=[CH:24][CH:23]=2)=[CH:20][CH:21]=1. The catalyst class is: 68. (3) The catalyst class is: 41. Reactant: [CH3:1][C:2]1[C:3]([O:20][CH2:21][C:22]([F:25])([F:24])[F:23])=[CH:4][CH:5]=[N:6][C:7]=1[CH2:8][S+:9]([O-:19])[C:10]1[NH:11][C:12]2[CH:13]=[CH:14][CH:15]=[CH:16][C:17]=2[N:18]=1.CCCCCC.C(N(CC)CC)C.CCCCCC.CC(O)C. Product: [CH3:1][C:2]1[C:7]([CH2:8][S@:9]([C:10]2[NH:11][C:12]3[CH:13]=[CH:14][CH:15]=[CH:16][C:17]=3[N:18]=2)=[O:19])=[N:6][CH:5]=[CH:4][C:3]=1[O:20][CH2:21][C:22]([F:25])([F:23])[F:24]. (4) Reactant: [CH:1]([C:4]1[CH:5]=[C:6]([C@@H:10]([NH:12][C:13]([C:15]2[CH:16]=[C:17]3[C:21](=[CH:22][CH:23]=2)[N:20]([CH2:24][C:25]2[CH:30]=[CH:29][C:28]([C:31]4[C:32]([C:37](O)=[O:38])=[CH:33][CH:34]=[CH:35][CH:36]=4)=[CH:27][CH:26]=2)[C:19]([CH3:40])=[C:18]3[CH3:41])=[O:14])[CH3:11])[CH:7]=[CH:8][CH:9]=1)([CH3:3])[CH3:2].Cl.[NH2:43][NH2:44].CN(C(ON1N=NC2C=CC=NC1=2)=[N+](C)C)C.F[P-](F)(F)(F)(F)F.CCN(C(C)C)C(C)C. Product: [NH:43]([C:37]([C:32]1[CH:33]=[CH:34][CH:35]=[CH:36][C:31]=1[C:28]1[CH:27]=[CH:26][C:25]([CH2:24][N:20]2[C:21]3[C:17](=[CH:16][C:15]([C:13]([NH:12][C@H:10]([C:6]4[CH:7]=[CH:8][CH:9]=[C:4]([CH:1]([CH3:2])[CH3:3])[CH:5]=4)[CH3:11])=[O:14])=[CH:23][CH:22]=3)[C:18]([CH3:41])=[C:19]2[CH3:40])=[CH:30][CH:29]=1)=[O:38])[NH2:44]. The catalyst class is: 2.